Dataset: Catalyst prediction with 721,799 reactions and 888 catalyst types from USPTO. Task: Predict which catalyst facilitates the given reaction. (1) Reactant: [CH3:1][O:2][CH2:3][C:4]1[CH:9]=[CH:8][CH:7]=[CH:6][C:5]=1[C:10](=[O:16])[C:11](OCC)=[O:12].CO.[CH3:19][NH2:20]. Product: [CH3:1][O:2][CH2:3][C:4]1[CH:9]=[CH:8][CH:7]=[CH:6][C:5]=1[C:10](=[O:16])[C:11]([NH:20][CH3:19])=[O:12]. The catalyst class is: 93. (2) Reactant: [F:1][CH:2]([F:29])[O:3][C:4]1[CH:9]=[CH:8][C:7]([CH:10]([C:12]2([C:18]3[CH:23]=[CH:22][CH:21]=[C:20]([C:24]([F:27])([F:26])[F:25])[CH:19]=3)SCCCS2)[OH:11])=[CH:6][C:5]=1[CH3:28].C([OH:34])(C)(C)C.CC(OI1(OC(C)=O)(OC(C)=O)OC(=O)C2C=CC=CC1=2)=O.S([O-])([O-])(=O)=S.[Na+].[Na+]. Product: [F:1][CH:2]([F:29])[O:3][C:4]1[CH:9]=[CH:8][C:7]([C:10](=[O:11])[C:12]([C:18]2[CH:23]=[CH:22][CH:21]=[C:20]([C:24]([F:27])([F:26])[F:25])[CH:19]=2)=[O:34])=[CH:6][C:5]=1[CH3:28]. The catalyst class is: 4.